This data is from Forward reaction prediction with 1.9M reactions from USPTO patents (1976-2016). The task is: Predict the product of the given reaction. The product is: [CH2:14]([N:5]1[C:6]2[C:11](=[CH:10][CH:9]=[C:8]([O:12][CH3:13])[CH:7]=2)[C:3]([C:1]#[N:2])=[C:4]1[C:16]1[CH:24]=[CH:23][C:19]([C:20]([N:36]2[CH2:41][CH2:40][O:39][CH2:38][CH2:37]2)=[O:21])=[CH:18][CH:17]=1)[CH3:15]. Given the reactants [C:1]([C:3]1[C:11]2[C:6](=[CH:7][C:8]([O:12][CH3:13])=[CH:9][CH:10]=2)[N:5]([CH2:14][CH3:15])[C:4]=1[C:16]1[CH:24]=[CH:23][C:19]([C:20](O)=[O:21])=[CH:18][CH:17]=1)#[N:2].CN(C=O)C.C(Cl)(=O)C(Cl)=O.[NH:36]1[CH2:41][CH2:40][O:39][CH2:38][CH2:37]1, predict the reaction product.